This data is from Experimentally validated miRNA-target interactions with 360,000+ pairs, plus equal number of negative samples. The task is: Binary Classification. Given a miRNA mature sequence and a target amino acid sequence, predict their likelihood of interaction. (1) The miRNA is mmu-miR-135b-5p with sequence UAUGGCUUUUCAUUCCUAUGUGA. The protein sequence of the target gene is MSTCCWCTPGGASTIDFLKRYASNTPSGEFQTADEDLCYCLECVAEYHKARDELPFLHEVLWELETLRLINHFEKSMKAEIGDDDELYIVDNNGEMPLFDITGQDFENKLRVPLLEILKYPYLLLHERVNELCVEALCRMEQANCSFQVFDKHPGIYLFLVHPNEMVRRWAILTARNLGKVDRDDYYDLQEVLLCLFKVIELGLLESPDIYTSSVLEKGKLILLPSHMYDTTNYKSYWLGICMLLTILEEQAMDSLLLGSDKQNDFMQSILHTMEREADDDSVDPFWPALHCFMVILDRL.... Result: 0 (no interaction). (2) The miRNA is hsa-miR-5739 with sequence GCGGAGAGAGAAUGGGGAGC. The protein sequence of the target gene is MFSFVDLRLLLLLAATALLTHGQEEGQVEGQDEDIPPITCVQNGLRYHDRDVWKPEPCRICVCDNGKVLCDDVICDETKNCPGAEVPEGECCPVCPDGSESPTDQETTGVEGPKGDTGPRGPRGPAGPPGRDGIPGQPGLPGPPGPPGPPGPPGLGGNFAPQLSYGYDEKSTGGISVPGPMGPSGPRGLPGPPGAPGPQGFQGPPGEPGEPGASGPMGPRGPPGPPGKNGDDGEAGKPGRPGERGPPGPQGARGLPGTAGLPGMKGHRGFSGLDGAKGDAGPAGPKGEPGSPGENGAPGQ.... Result: 1 (interaction). (3) The miRNA is hsa-miR-6799-5p with sequence GGGGAGGUGUGCAGGGCUGG. The protein sequence of the target gene is MALKRIQKELTDLQRDPPAQCSAGPVGDDLFHWQATIMGPNDSPYQGGVFFLTIHFPTDYPFKPPKVAFTTKIYHPNINSNGSICLDILRSQWSPALTVSKVLLSICSLLCDPNPDDPLVPEIAHTYKADREKYNRLAREWTQKYAM. Result: 1 (interaction). (4) The miRNA is mmu-miR-22-3p with sequence AAGCUGCCAGUUGAAGAACUGU. The protein sequence of the target gene is MADAEKNAVAEKNNAVATKEVLAEAAAILEPVGLQEEAELPAKIMEEFMRNSRKKDKLLCSQLQVVNFLQTFLAQEDTEQSPDALASEDASRQKATETKEQWKDMKATYMDHVDVIKCALSEALPQVKEAHRKYTELQKAFEQLEAKKRVLEEKLQLAQKQWVLQQKRLQNLTKISAEVKRRRKRALEKLDGSHQELETLKQQAGQEQEKLQRNQSYLQLLCSLQNKLVISEGKAEDKDVKGRALTAKSKSP. Result: 0 (no interaction). (5) The miRNA is dme-miR-308-3p with sequence AAUCACAGGAUUAUACUGUGAG. The protein sequence of the target gene is MISITEWQKIGVGITGFGIFFILFGTLLYFDSVLLAFGNLLFLTGLSLIIGLRKTFWFFFQRHKLKGTSFLLGGVVIVLLRWPLLGMFLETYGFFSLFKGFFPVAFGFLGNVCNIPFLGALFRRLQGTSSMV. Result: 0 (no interaction). (6) The miRNA is hsa-miR-337-5p with sequence GAACGGCUUCAUACAGGAGUU. The protein sequence of the target gene is MRPRGAAFAAGPPGDLHLGTAIGFAGAIWRSRSPAMSTLLDIKSSVLRQVQVCPSFRRRTEQDPGSASADPQEPATGAWKPGDGVEFFAHMRLMLKKGEGRQGLPCLEVPLRSGSPAPPEPVDPSLGLRALAPEEVEMLYEEALYTVLYRAGTMGPDQVDDEEALLSYLQQVFGTSLEEHTEAIERVRKAKAPTYALKVSVMRAKNLLAKDPNGFSDPYCMLGILPASDATREPRAQKEQRFGFRKGSKRGGPLPAKCIQVTEVKSSTLNPVWKEHFLFEIEDVSTDQLHLDIWDHDDDV.... Result: 0 (no interaction). (7) The miRNA is hsa-miR-214-3p with sequence ACAGCAGGCACAGACAGGCAGU. The protein sequence of the target gene is MTDSKYFTTNKKGEIFELKAELNNEKKEKRKEAVKKVIAAMTVGKDVSSLFPDVVNCMQTDNLELKKLVYLYLMNYAKSQPDMAIMAVNSFVKDCEDPNPLIRALAVRTMGCIRVDKITEYLCEPLRKCLKDEDPYVRKTAAVCVAKLHDINAQMVEDQGFLDSLRDLIADSNPMVVANAVAALSEISESHPNSNLLDLNPQNINKLLTALNECTEWGQIFILDCLSNYNPKDDREAQSICERVTPRLSHANSAVVLSAVKVLMKFLELLPKDSDYYNMLLKKLAPPLVTLLSGEPEVQY.... Result: 1 (interaction).